From a dataset of Reaction yield outcomes from USPTO patents with 853,638 reactions. Predict the reaction yield, written as a fraction of the theoretical maximum amount of product (1.0 means a 100% yield; for example, 0.34 means a 34% yield). (1) The reactants are [CH3:1][C:2]1[C:3]2[CH:4]=[CH:5][C:6]([O:14][CH2:15][CH2:16][CH2:17][CH:18]=O)=[N:7][C:8]=2[NH:9][C:10](=[O:13])[C:11]=1[CH3:12].Cl.[Cl:21][C:22]1[C:27]([Cl:28])=[CH:26][CH:25]=[CH:24][C:23]=1[N:29]1[CH2:34][CH2:33][NH:32][CH2:31][CH2:30]1.C(N(CC)CC)C.[BH-](OC(C)=O)(OC(C)=O)OC(C)=O.[Na+]. The catalyst is ClC(Cl)C.O. The product is [Cl:21][C:22]1[C:27]([Cl:28])=[CH:26][CH:25]=[CH:24][C:23]=1[N:29]1[CH2:34][CH2:33][N:32]([CH2:18][CH2:17][CH2:16][CH2:15][O:14][C:6]2[N:7]=[C:8]3[C:3]([C:2]([CH3:1])=[C:11]([CH3:12])[C:10](=[O:13])[NH:9]3)=[CH:4][CH:5]=2)[CH2:31][CH2:30]1. The yield is 0.680. (2) The reactants are [OH:1][C@H:2]([C@@H:11]([NH:16][C:17](=[O:43])[O:18][C@@H:19]([C:24]1[O:25][C:26]([C:29]2[CH:34]=[C:33]([C:35]([F:38])([F:37])[F:36])[CH:32]=[C:31]([C:39]([F:42])([F:41])[F:40])[CH:30]=2)=[N:27][N:28]=1)[C:20]([CH3:23])([CH3:22])[CH3:21])[CH2:12][CH2:13][CH2:14][CH3:15])[C:3](=[O:10])[NH:4][C:5]1[NH:9][N:8]=[CH:7][CH:6]=1.CC(OI1(OC(C)=O)(OC(C)=O)OC(=O)C2C=CC=CC1=2)=O.S(S([O-])=O)([O-])(=O)=O.[Na+].[Na+].C(=O)(O)[O-].[Na+]. The catalyst is C(Cl)(Cl)Cl.C(OCC)(=O)C. The product is [O:10]=[C:3]([NH:4][C:5]1[NH:9][N:8]=[CH:7][CH:6]=1)[C:2]([C@@H:11]([NH:16][C:17](=[O:43])[O:18][C@@H:19]([C:24]1[O:25][C:26]([C:29]2[CH:34]=[C:33]([C:35]([F:36])([F:37])[F:38])[CH:32]=[C:31]([C:39]([F:41])([F:42])[F:40])[CH:30]=2)=[N:27][N:28]=1)[C:20]([CH3:22])([CH3:23])[CH3:21])[CH2:12][CH2:13][CH2:14][CH3:15])=[O:1]. The yield is 0.260. (3) The reactants are C(OC([N:8]1[CH:13]([CH3:14])[CH2:12][N:11]([C:15](=[O:30])[C:16]2[CH:21]=[CH:20][C:19]([C:22]3[CH:23]=[N:24][C:25]([NH2:29])=[C:26]([OH:28])[CH:27]=3)=[CH:18][CH:17]=2)[CH2:10][CH:9]1[CH3:31])=O)(C)(C)C.Br[CH:33]([C:35]1[CH:40]=[CH:39][CH:38]=[C:37]([C:41]([F:44])([F:43])[F:42])[CH:36]=1)[CH3:34].[H-].[Na+]. The catalyst is CN(C=O)C. The product is [NH2:29][C:25]1[N:24]=[CH:23][C:22]([C:19]2[CH:20]=[CH:21][C:16]([C:15]([N:11]3[CH2:12][CH:13]([CH3:14])[NH:8][CH:9]([CH3:31])[CH2:10]3)=[O:30])=[CH:17][CH:18]=2)=[CH:27][C:26]=1[O:28][CH:33]([C:35]1[CH:40]=[CH:39][CH:38]=[C:37]([C:41]([F:42])([F:43])[F:44])[CH:36]=1)[CH3:34]. The yield is 0.257. (4) The reactants are Br[C:2]1[S:3][C:4]([C:11]2[N:15]3[N:16]=[C:17]([CH3:25])[CH:18]=[C:19]([CH:20]([CH2:23][CH3:24])[CH2:21][CH3:22])[C:14]3=[N:13][C:12]=2[CH3:26])=[C:5]([C:7]([F:10])([F:9])[F:8])[N:6]=1.C(=O)([O-])[O-].[Cs+].[Cs+].[CH3:33][NH:34][CH3:35]. The catalyst is C1COCC1. The product is [CH2:21]([CH:20]([C:19]1[C:14]2[N:15]([C:11]([C:4]3[S:3][C:2]([N:34]([CH3:35])[CH3:33])=[N:6][C:5]=3[C:7]([F:10])([F:9])[F:8])=[C:12]([CH3:26])[N:13]=2)[N:16]=[C:17]([CH3:25])[CH:18]=1)[CH2:23][CH3:24])[CH3:22]. The yield is 0.940. (5) The reactants are [CH:1]1([NH:6][C:7](=[O:23])[NH:8][C@H:9]([C:17]2[CH:22]=[CH:21][CH:20]=[CH:19][CH:18]=2)[C:10]([O:12]C(C)(C)C)=[O:11])[CH2:5][CH2:4][CH2:3][CH2:2]1.C(O)(C(F)(F)F)=O.C([SiH](CC)CC)C. The product is [CH:1]1([NH:6][C:7](=[O:23])[NH:8][C@H:9]([C:17]2[CH:18]=[CH:19][CH:20]=[CH:21][CH:22]=2)[C:10]([OH:12])=[O:11])[CH2:5][CH2:4][CH2:3][CH2:2]1. The yield is 0.640. The catalyst is C(Cl)Cl. (6) The reactants are [Br:1][C:2]1[CH:3]=[C:4]([S:9]([NH:12][C:13]2[C:18]([OH:19])=[CH:17][C:16]([Br:20])=[CH:15][N:14]=2)(=[O:11])=[O:10])[CH:5]=[N:6][C:7]=1Cl.[CH3:21][OH:22]. No catalyst specified. The product is [Br:1][C:2]1[CH:3]=[C:4]([S:9]([NH:12][C:13]2[C:18]([OH:19])=[CH:17][C:16]([Br:20])=[CH:15][N:14]=2)(=[O:11])=[O:10])[CH:5]=[N:6][C:7]=1[O:22][CH3:21]. The yield is 0.170. (7) The reactants are [CH2:1]([N:4]1[C:12]2[C:7](=[N:8][C:9]([NH2:14])=[N:10][C:11]=2Cl)[N:6]([C@@H:15]2[O:27][C@H:26]([CH2:28][O:29][C:30](=[O:32])[CH3:31])[C@@H:21]([O:22][C:23](=[O:25])[CH3:24])[C@H:16]2[O:17][C:18](=[O:20])[CH3:19])[C:5]1=[O:33])[CH:2]=[CH2:3]. The catalyst is C(O)(=O)C. The product is [CH2:1]([N:4]1[C:12]2[C:7](=[N:8][C:9]([NH2:14])=[N:10][CH:11]=2)[N:6]([C@@H:15]2[O:27][C@H:26]([CH2:28][O:29][C:30](=[O:32])[CH3:31])[C@@H:21]([O:22][C:23](=[O:25])[CH3:24])[C@H:16]2[O:17][C:18](=[O:20])[CH3:19])[C:5]1=[O:33])[CH:2]=[CH2:3]. The yield is 0.600. (8) The product is [Br:1][C:2]1[CH:3]=[C:4]([S:14][CH3:13])[C:5]2[N:6]([C:8]([I:11])=[CH:9][N:10]=2)[N:7]=1. The catalyst is CN1C(=O)CCC1. The reactants are [Br:1][C:2]1[CH:3]=[C:4](Br)[C:5]2[N:6]([C:8]([I:11])=[CH:9][N:10]=2)[N:7]=1.[CH3:13][S-:14].[Na+].O. The yield is 0.650. (9) The reactants are CC1C=CC(S(OCC2CC3C=CC=C(C4C(C)=CC=CC=4C)C=3O2)(=O)=O)=CC=1.[N-]=[N+]=[N-].[Na+].N(CC1CC2C=C(Cl)C=C(C3C=CSC=3)C=2O1)=[N+]=[N-].[N:53]([CH2:56][CH:57]1[CH2:61][C:60]2[CH:62]=[CH:63][CH:64]=[C:65]([C:66]3[C:71]([CH3:72])=[CH:70][CH:69]=[CH:68][C:67]=3[CH3:73])[C:59]=2[O:58]1)=[N+]=[N-].[N-]=[N+]=[N-]. The catalyst is [Pd]. The product is [CH3:73][C:67]1[CH:68]=[CH:69][CH:70]=[C:71]([CH3:72])[C:66]=1[C:65]1[C:59]2[O:58][CH:57]([CH2:56][NH2:53])[CH2:61][C:60]=2[CH:62]=[CH:63][CH:64]=1. The yield is 0.840. (10) The reactants are [Br:1][C:2]1[CH:3]=[CH:4][C:5]([CH2:8][OH:9])=[N:6][CH:7]=1.[H-].[Na+].I[CH3:13]. The catalyst is C1COCC1. The product is [Br:1][C:2]1[CH:3]=[CH:4][C:5]([CH2:8][O:9][CH3:13])=[N:6][CH:7]=1. The yield is 0.650.